This data is from Reaction yield outcomes from USPTO patents with 853,638 reactions. The task is: Predict the reaction yield, written as a fraction of the theoretical maximum amount of product (1.0 means a 100% yield; for example, 0.34 means a 34% yield). The reactants are [C:1]1([C:18]2[CH:23]=[CH:22][CH:21]=[CH:20][CH:19]=2)[CH:6]=[CH:5][CH:4]=[CH:3][C:2]=1[P:7]1[C:12]([CH3:14])([CH3:13])[CH2:11][C:10](=[O:15])[CH2:9][C:8]1([CH3:17])[CH3:16].B(F)(F)F.[CH3:28]COCC.P.C[Si](C=[N+]=[N-])(C)C. The catalyst is Cl. The product is [C:1]1([C:18]2[CH:19]=[CH:20][CH:21]=[CH:22][CH:23]=2)[CH:6]=[CH:5][CH:4]=[CH:3][C:2]=1[P:7]1[C:8]([CH3:16])([CH3:17])[CH2:9][CH2:28][C:10](=[O:15])[CH2:11][C:12]1([CH3:14])[CH3:13]. The yield is 0.620.